This data is from Reaction yield outcomes from USPTO patents with 853,638 reactions. The task is: Predict the reaction yield, written as a fraction of the theoretical maximum amount of product (1.0 means a 100% yield; for example, 0.34 means a 34% yield). (1) The yield is 0.470. The product is [C:59]([C:63]1[CH:64]=[CH:65][C:66]([C:67]([NH:25][CH:21]2[CH2:22][CH2:23][CH2:24][CH:19]([NH:18][C:11]3[N:10]=[C:9]([Cl:8])[N:17]=[C:16]4[C:12]=3[N:13]=[CH:14][NH:15]4)[CH2:20]2)=[O:68])=[CH:70][CH:71]=1)([CH3:62])([CH3:60])[CH3:61]. The catalyst is CN(C=O)C.O. The reactants are OC(C(F)(F)F)=O.[Cl:8][C:9]1[N:17]=[C:16]2[C:12]([N:13]=[CH:14][NH:15]2)=[C:11]([NH:18][CH:19]2[CH2:24][CH2:23][CH2:22][CH:21]([NH2:25])[CH2:20]2)[N:10]=1.CCN(C(C)C)C(C)C.CN(C(ON1N=NC2C=CC=NC1=2)=[N+](C)C)C.F[P-](F)(F)(F)(F)F.[C:59]([C:63]1[CH:71]=[CH:70][C:66]([C:67](O)=[O:68])=[CH:65][CH:64]=1)([CH3:62])([CH3:61])[CH3:60]. (2) The reactants are Cl[C:2]1[C:7]([C:8]([F:11])([F:10])[F:9])=[CH:6][N:5]=[C:4]([NH:12][C:13]2[CH:27]=[CH:26][C:16]([CH2:17][P:18](=[O:25])([O:22][CH2:23][CH3:24])[O:19][CH2:20][CH3:21])=[CH:15][C:14]=2[O:28][CH3:29])[N:3]=1.[NH2:30][C:31]1[CH:40]=[CH:39][C:38]([F:41])=[CH:37][C:32]=1[C:33]([NH:35][CH3:36])=[O:34].C(O)(C(F)(F)F)=O. No catalyst specified. The product is [F:41][C:38]1[CH:39]=[CH:40][C:31]([NH:30][C:2]2[C:7]([C:8]([F:11])([F:10])[F:9])=[CH:6][N:5]=[C:4]([NH:12][C:13]3[CH:27]=[CH:26][C:16]([CH2:17][P:18](=[O:25])([O:22][CH2:23][CH3:24])[O:19][CH2:20][CH3:21])=[CH:15][C:14]=3[O:28][CH3:29])[N:3]=2)=[C:32]([C:33](=[O:34])[NH:35][CH3:36])[CH:37]=1. The yield is 0.330. (3) The reactants are [F:1][C:2]1[CH:11]=[CH:10][C:5]([C:6]([O:8]C)=[O:7])=[CH:4][C:3]=1[N:12]([CH3:19])[C:13]1[CH:14]=[N:15][CH:16]=[N:17][CH:18]=1.[Li+].[OH-]. The catalyst is O1CCOCC1. The product is [F:1][C:2]1[CH:11]=[CH:10][C:5]([C:6]([OH:8])=[O:7])=[CH:4][C:3]=1[N:12]([CH3:19])[C:13]1[CH:18]=[N:17][CH:16]=[N:15][CH:14]=1. The yield is 0.700.